Task: Regression/Classification. Given a drug SMILES string, predict its absorption, distribution, metabolism, or excretion properties. Task type varies by dataset: regression for continuous measurements (e.g., permeability, clearance, half-life) or binary classification for categorical outcomes (e.g., BBB penetration, CYP inhibition). Dataset: cyp1a2_veith.. Dataset: CYP1A2 inhibition data for predicting drug metabolism from PubChem BioAssay (1) The drug is Cc1noc(C)c1COc1cccc(C(=O)OCC(=O)N2CC(=O)Nc3ccccc32)c1. The result is 1 (inhibitor). (2) The compound is Cn1c(C[C@@H](O)c2nc3ccccc3n2C)nc2ccccc21. The result is 0 (non-inhibitor). (3) The molecule is CC(C)n1nnnc1SCC(=O)c1ccc2c(c1)OCCO2. The result is 1 (inhibitor).